From a dataset of Reaction yield outcomes from USPTO patents with 853,638 reactions. Predict the reaction yield, written as a fraction of the theoretical maximum amount of product (1.0 means a 100% yield; for example, 0.34 means a 34% yield). (1) The product is [C:31]([C:2]1[CH:3]=[CH:4][C:5]([CH:8]2[C:12]3[CH:13]=[C:14]([NH:19][C:20](=[O:26])[CH2:21][C:22]([CH3:24])([CH3:23])[CH3:25])[C:15]([CH3:18])=[C:16]([CH3:17])[C:11]=3[O:10][C:9]2([CH3:28])[CH3:27])=[CH:6][CH:7]=1)(=[O:33])[CH3:32]. The catalyst is C(OCC)(=O)C.CCCCCC. The yield is 0.200. The reactants are Br[C:2]1[CH:7]=[CH:6][C:5]([CH:8]2[C:12]3[CH:13]=[C:14]([NH:19][C:20](=[O:26])[CH2:21][C:22]([CH3:25])([CH3:24])[CH3:23])[C:15]([CH3:18])=[C:16]([CH3:17])[C:11]=3[O:10][C:9]2([CH3:28])[CH3:27])=[CH:4][CH:3]=1.CN(C)[C:31](=[O:33])[CH3:32]. (2) The reactants are P(Cl)(Cl)(Cl)=O.CN([CH:9]=[O:10])C.[CH3:11][C:12]1[NH:16][CH:15]=[C:14]([CH2:17][CH2:18][C:19]([OH:21])=[O:20])[C:13]=1[S:22]([C:25]1[CH:30]=[CH:29][C:28]([CH3:31])=[CH:27][CH:26]=1)(=[O:24])=[O:23].Cl. The catalyst is C(Cl)Cl. The product is [CH:9]([C:15]1[NH:16][C:12]([CH3:11])=[C:13]([S:22]([C:25]2[CH:26]=[CH:27][C:28]([CH3:31])=[CH:29][CH:30]=2)(=[O:23])=[O:24])[C:14]=1[CH2:17][CH2:18][C:19]([OH:21])=[O:20])=[O:10]. The yield is 0.750. (3) The yield is 0.310. The reactants are [CH3:1][N:2]([CH3:20])[C:3]1[C:12]2[C:7](=[CH:8][CH:9]=[CH:10][CH:11]=2)[C:6]([NH:13][C:14]([NH:16][CH2:17][C:18]#[CH:19])=[S:15])=[CH:5][CH:4]=1.CO.CO[Na].C(O)(=O)C. The catalyst is CO. The product is [CH3:1][N:2]([CH3:20])[C:3]1[C:12]2[C:7](=[CH:8][CH:9]=[CH:10][CH:11]=2)[C:6]([N:13]2[C:18]([CH3:19])=[CH:17][N:16]=[C:14]2[SH:15])=[CH:5][CH:4]=1. (4) The reactants are [F:1][C:2]1[CH:30]=[C:29]([N+:31]([O-])=O)[CH:28]=[CH:27][C:3]=1[O:4][C:5]1[CH:10]=[CH:9][N:8]=[C:7]2[CH:11]=[C:12]([C:14]3[N:19]=[CH:18][C:17]([CH2:20][N:21]4[CH2:25][CH2:24][CH2:23][C:22]4=[O:26])=[CH:16][CH:15]=3)[S:13][C:6]=12.[Cl-].[NH4+]. The catalyst is CO.O.[Fe]. The product is [NH2:31][C:29]1[CH:28]=[CH:27][C:3]([O:4][C:5]2[CH:10]=[CH:9][N:8]=[C:7]3[CH:11]=[C:12]([C:14]4[N:19]=[CH:18][C:17]([CH2:20][N:21]5[CH2:25][CH2:24][CH2:23][C:22]5=[O:26])=[CH:16][CH:15]=4)[S:13][C:6]=23)=[C:2]([F:1])[CH:30]=1. The yield is 0.870.